From a dataset of Tyrosyl-DNA phosphodiesterase HTS with 341,365 compounds. Binary Classification. Given a drug SMILES string, predict its activity (active/inactive) in a high-throughput screening assay against a specified biological target. (1) The molecule is S(=O)(=O)(Nc1c(cccc1)C(=O)NN\C=C1\C(O)=CC(=O)C=C1)c1sccc1. The result is 0 (inactive). (2) The drug is S(=O)(=O)(N1CCC(Oc2c(C(=O)N(Cc3nc(sc3)C)C)cccc2)CC1)C. The result is 0 (inactive). (3) The molecule is O1C=2CC(CC(=O)C2C(C2=C1CC(CC2=O)(C)C)c1c(O)cc(O)cc1)(C)C. The result is 0 (inactive). (4) The result is 0 (inactive). The compound is Fc1ccc(C(N(c2c(cccc2)C)C(=O)CCC(=O)Nc2ncccc2)C(=O)NC(C)C)cc1.